From a dataset of Peptide-MHC class I binding affinity with 185,985 pairs from IEDB/IMGT. Regression. Given a peptide amino acid sequence and an MHC pseudo amino acid sequence, predict their binding affinity value. This is MHC class I binding data. (1) The peptide sequence is MAMTGLPQA. The MHC is HLA-A23:01 with pseudo-sequence HLA-A23:01. The binding affinity (normalized) is 0.0847. (2) The peptide sequence is MGMEQTMSV. The MHC is HLA-B27:05 with pseudo-sequence HLA-B27:05. The binding affinity (normalized) is 0.213. (3) The peptide sequence is LPFPFLYKFLL. The MHC is HLA-A30:02 with pseudo-sequence HLA-A30:02. The binding affinity (normalized) is 0.108. (4) The peptide sequence is LRGKWQRRYR. The MHC is HLA-B44:02 with pseudo-sequence HLA-B44:02. The binding affinity (normalized) is 0. (5) The peptide sequence is DTWHGFKNM. The MHC is HLA-A80:01 with pseudo-sequence HLA-A80:01. The binding affinity (normalized) is 0.0847. (6) The peptide sequence is TPKPAVRFAI. The MHC is HLA-A68:01 with pseudo-sequence HLA-A68:01. The binding affinity (normalized) is 0.315. (7) The peptide sequence is YVFAIPLPF. The MHC is HLA-A03:01 with pseudo-sequence HLA-A03:01. The binding affinity (normalized) is 0.0847.